This data is from Reaction yield outcomes from USPTO patents with 853,638 reactions. The task is: Predict the reaction yield, written as a fraction of the theoretical maximum amount of product (1.0 means a 100% yield; for example, 0.34 means a 34% yield). (1) The catalyst is C1COCC1.CO.O.CCOC(C)=O. The reactants are [Li]CCCC.C1(S([N:15]2[CH:19]=[CH:18][C:17]([Cl:20])=[N:16]2)(=O)=O)C=CC=CC=1.[Cl:21][C:22]1[CH:27]=[C:26]([Cl:28])[CH:25]=[CH:24][C:23]=1[N:29]=[C:30]=[O:31].[NH4+].[Cl-].C[O-].[Na+]. The product is [Cl:20][C:17]1[NH:16][N:15]=[C:19]([C:30]([NH:29][C:23]2[CH:24]=[CH:25][C:26]([Cl:28])=[CH:27][C:22]=2[Cl:21])=[O:31])[CH:18]=1. The yield is 0.350. (2) The yield is 0.540. The catalyst is C(OCC)(=O)C.O. The product is [ClH:9].[CH2:13]([N:15]1[C:21](=[O:22])[C:20]([CH3:24])([CH3:23])[C:19](=[O:25])[N:18]([CH3:26])[C:17]2[CH:27]=[C:28]([O:31][CH2:32][CH2:33][CH2:34][N:35]([CH2:36][CH2:37][C:38]3[CH:39]=[N:40][CH:41]=[CH:42][CH:43]=3)[C:1](=[O:8])[C:2]3[CH:7]=[CH:6][CH:5]=[CH:4][CH:3]=3)[CH:29]=[CH:30][C:16]1=2)[CH3:14]. The reactants are [C:1]([Cl:9])(=[O:8])[C:2]1[CH:7]=[CH:6][CH:5]=[CH:4][CH:3]=1.C(#N)C.[CH2:13]([N:15]1[C:21](=[O:22])[C:20]([CH3:24])([CH3:23])[C:19](=[O:25])[N:18]([CH3:26])[C:17]2[CH:27]=[C:28]([O:31][CH2:32][CH2:33][CH2:34][NH:35][CH2:36][CH2:37][C:38]3[CH:39]=[N:40][CH:41]=[CH:42][CH:43]=3)[CH:29]=[CH:30][C:16]1=2)[CH3:14].C(N(CC)CC)C.